This data is from Forward reaction prediction with 1.9M reactions from USPTO patents (1976-2016). The task is: Predict the product of the given reaction. (1) Given the reactants Cl.[NH:2]1[CH2:7][CH:6]=[C:5]([C:8]2[CH:9]=[C:10]([NH:14][C:15](=[O:17])[CH3:16])[CH:11]=[CH:12][CH:13]=2)[CH2:4][CH2:3]1.Br[CH2:19][CH2:20][CH2:21][NH:22][C:23](=[O:29])[O:24][C:25]([CH3:28])([CH3:27])[CH3:26].C(=O)([O-])[O-].[K+].[K+], predict the reaction product. The product is: [C:15]([NH:14][C:10]1[CH:9]=[C:8]([C:5]2[CH2:6][CH2:7][N:2]([CH2:19][CH2:20][CH2:21][NH:22][C:23](=[O:29])[O:24][C:25]([CH3:28])([CH3:27])[CH3:26])[CH2:3][CH:4]=2)[CH:13]=[CH:12][CH:11]=1)(=[O:17])[CH3:16]. (2) Given the reactants C(OC1C(=O)C=C(C(O)=O)N(CC(F)(F)F)C=1)C1C=CC=CC=1.C([O:31][C:32]1[C:33](=[O:46])[CH:34]=[C:35]([C:39]([OH:45])([OH:44])[C:40]([F:43])([F:42])[F:41])[N:36]([CH3:38])[CH:37]=1)C1C=CC=CC=1.Cl.[OH-].[Na+], predict the reaction product. The product is: [OH:31][C:32]1[C:33](=[O:46])[CH:34]=[C:35]([C:39]([OH:44])([OH:45])[C:40]([F:41])([F:42])[F:43])[N:36]([CH3:38])[CH:37]=1. (3) Given the reactants [C:1]1([C:31]2[CH:36]=[CH:35][CH:34]=[CH:33][CH:32]=2)[CH:6]=[CH:5][C:4]([CH2:7][C@@H:8]([NH:23][C:24]([C:26]2[N:27]=[N:28][NH:29][CH:30]=2)=[O:25])[CH2:9][C@@:10]([CH3:22])([CH2:14][O:15]C2CCCCO2)[C:11](O)=[O:12])=[CH:3][CH:2]=1.[CH2:37]([OH:43])[CH2:38][CH2:39][CH2:40][CH2:41][CH3:42].Cl.O1CCOCC1, predict the reaction product. The product is: [CH2:37]([O:43][C:11](=[O:12])[C@@:10]([CH2:14][OH:15])([CH3:22])[CH2:9][C@H:8]([NH:23][C:24]([C:26]1[N:27]=[N:28][NH:29][CH:30]=1)=[O:25])[CH2:7][C:4]1[CH:3]=[CH:2][C:1]([C:31]2[CH:36]=[CH:35][CH:34]=[CH:33][CH:32]=2)=[CH:6][CH:5]=1)[CH2:38][CH2:39][CH2:40][CH2:41][CH3:42]. (4) Given the reactants [C:1]([Br:5])(Br)(Br)Br.[OH:6][C:7]1[CH:8]=[C:9]([CH:12]=[CH:13][CH:14]=1)CO.C1(P(C2C=CC=CC=2)C2C=CC=CC=2)C=CC=CC=1, predict the reaction product. The product is: [Br:5][CH2:1][C:13]1[CH:14]=[C:7]([OH:6])[CH:8]=[CH:9][CH:12]=1. (5) The product is: [CH3:16][C:12]([CH3:17])([CH2:13][CH:14]=[CH2:15])[C:11]#[C:8][C:9]#[N:10]. Given the reactants CC(C)([O-])C.[K+].Cl[C:8](=[CH:11][C:12]([CH3:17])([CH3:16])[CH2:13][CH:14]=[CH2:15])[C:9]#[N:10], predict the reaction product. (6) Given the reactants [CH3:1][O:2][C:3]1[CH:11]=[C:10]2[C:6]([C:7](=[C:16]3[C:24]4[C:19](=[CH:20][CH:21]=[CH:22][CH:23]=4)[NH:18][C:17]3=[O:25])[CH2:8][CH:9]2[CH2:12][C:13]([OH:15])=[O:14])=[CH:5][CH:4]=1.[OH-].[Na+:27], predict the reaction product. The product is: [Na+:27].[CH3:1][O:2][C:3]1[CH:11]=[C:10]2[C:6]([C:7](=[C:16]3[C:24]4[C:19](=[CH:20][CH:21]=[CH:22][CH:23]=4)[NH:18][C:17]3=[O:25])[CH2:8][CH:9]2[CH2:12][C:13]([O-:15])=[O:14])=[CH:5][CH:4]=1. (7) Given the reactants [H-].[Al+3].[Li+].[H-].[H-].[H-].C1COCC1.[CH2:12]([N:19]1[C@H:24]([CH3:25])[C:23](=O)[NH:22][C@@H:21]([CH3:27])[C:20]1=O)[C:13]1[CH:18]=[CH:17][CH:16]=[CH:15][CH:14]=1.[OH-].[Na+], predict the reaction product. The product is: [CH2:12]([N:19]1[CH2:20][C@H:21]([CH3:27])[NH:22][CH2:23][C@H:24]1[CH3:25])[C:13]1[CH:18]=[CH:17][CH:16]=[CH:15][CH:14]=1. (8) Given the reactants [Cl:1][C:2]1[CH:10]=[CH:9][C:5]([C:6]([OH:8])=[O:7])=[CH:4][C:3]=1[N+:11]([O-:13])=[O:12].OS(O)(=O)=O.[CH3:19]O, predict the reaction product. The product is: [CH3:19][O:7][C:6](=[O:8])[C:5]1[CH:9]=[CH:10][C:2]([Cl:1])=[C:3]([N+:11]([O-:13])=[O:12])[CH:4]=1. (9) Given the reactants O1CCCC1.C(#N)C.[CH2:9]([O:16][C:17]([C:19]1([C:22](=[O:39])[NH:23][C:24]2[CH:29]=[CH:28][C:27]([O:30][C:31]3[CH:36]=[CH:35][N:34]=[C:33]([NH2:37])[CH:32]=3)=[CH:26][C:25]=2[F:38])[CH2:21][CH2:20]1)=[O:18])[C:10]1[CH:15]=[CH:14][CH:13]=[CH:12][CH:11]=1.Cl[C:41]([O:43][C:44]1[CH:49]=[CH:48][CH:47]=[CH:46][CH:45]=1)=[O:42], predict the reaction product. The product is: [CH2:9]([O:16][C:17]([C:19]1([C:22](=[O:39])[NH:23][C:24]2[CH:29]=[CH:28][C:27]([O:30][C:31]3[CH:36]=[CH:35][N:34]=[C:33]([NH:37][C:41]([O:43][C:44]4[CH:49]=[CH:48][CH:47]=[CH:46][CH:45]=4)=[O:42])[CH:32]=3)=[CH:26][C:25]=2[F:38])[CH2:20][CH2:21]1)=[O:18])[C:10]1[CH:11]=[CH:12][CH:13]=[CH:14][CH:15]=1. (10) Given the reactants [Cl:1][C:2]1[CH:7]=[C:6]([F:8])[CH:5]=[CH:4][C:3]=1[C:9]1([C:14]([OH:16])=O)[CH2:13][CH2:12][CH2:11][CH2:10]1.[NH2:17][CH2:18][CH2:19][CH2:20][N:21]1[CH2:26][CH2:25][CH:24]([C:27]2[CH:28]=[C:29]([NH:34][C:35](=[O:39])[CH:36]([CH3:38])[CH3:37])[CH:30]=[CH:31][C:32]=2[F:33])[CH2:23][CH2:22]1, predict the reaction product. The product is: [Cl:1][C:2]1[CH:7]=[C:6]([F:8])[CH:5]=[CH:4][C:3]=1[C:9]1([C:14]([NH:17][CH2:18][CH2:19][CH2:20][N:21]2[CH2:22][CH2:23][CH:24]([C:27]3[CH:28]=[C:29]([NH:34][C:35](=[O:39])[CH:36]([CH3:38])[CH3:37])[CH:30]=[CH:31][C:32]=3[F:33])[CH2:25][CH2:26]2)=[O:16])[CH2:10][CH2:11][CH2:12][CH2:13]1.